The task is: Predict which catalyst facilitates the given reaction.. This data is from Catalyst prediction with 721,799 reactions and 888 catalyst types from USPTO. (1) Reactant: [NH3:1].[C:2]1([CH2:8][CH2:9][C:10](Cl)=[O:11])[CH:7]=[CH:6][CH:5]=[CH:4][CH:3]=1. Product: [C:2]1([CH2:8][CH2:9][C:10]([NH2:1])=[O:11])[CH:7]=[CH:6][CH:5]=[CH:4][CH:3]=1. The catalyst class is: 216. (2) Reactant: [O:1]1[C:5]2[CH:6]=[CH:7][C:8]([C:10]3[C:18]4[C:13](=[CH:14][CH:15]=[C:16]([C:19]([NH:21][C@@H:22]5[CH2:27][CH2:26][CH2:25][NH:24][CH2:23]5)=[O:20])[CH:17]=4)[NH:12][N:11]=3)=[CH:9][C:4]=2[CH2:3][CH2:2]1.[N:28]1[CH:33]=[CH:32][CH:31]=[CH:30][C:29]=1[CH:34]=O.C(O[BH-](OC(=O)C)OC(=O)C)(=O)C.[Na+]. Product: [O:1]1[C:5]2[CH:6]=[CH:7][C:8]([C:10]3[C:18]4[C:13](=[CH:14][CH:15]=[C:16]([C:19]([NH:21][C@@H:22]5[CH2:27][CH2:26][CH2:25][N:24]([CH2:34][C:29]6[CH:30]=[CH:31][CH:32]=[CH:33][N:28]=6)[CH2:23]5)=[O:20])[CH:17]=4)[NH:12][N:11]=3)=[CH:9][C:4]=2[CH2:3][CH2:2]1. The catalyst class is: 676. (3) Product: [ClH:34].[NH2:12][CH:11]([C:32](=[O:33])[C:28]1[S:27][CH:31]=[CH:30][CH:29]=1)[C:10]([O:9][CH2:7][CH3:8])=[O:26]. Reactant: CC(C)([O-])C.[K+].[CH2:7]([O:9][C:10](=[O:26])[CH2:11][N:12]=C(C1C=CC=CC=1)C1C=CC=CC=1)[CH3:8].[S:27]1[CH:31]=[CH:30][CH:29]=[C:28]1[C:32]([Cl:34])=[O:33].Cl. The catalyst class is: 1. (4) Reactant: C([N:8]1[CH2:13][CH2:12][CH:11]([N:14]2[CH2:18][CH2:17][N:16]([CH2:19][CH2:20][CH2:21][N:22]3[CH2:26][CH2:25][CH2:24][CH:23]3[CH3:27])[C:15]2=[C:28]([C:31]#[N:32])[C:29]#[N:30])[CH2:10][CH2:9]1)C1C=CC=CC=1.ClC(OC(Cl)C)=O. Product: [CH3:27][CH:23]1[CH2:24][CH2:25][CH2:26][N:22]1[CH2:21][CH2:20][CH2:19][N:16]1[CH2:17][CH2:18][N:14]([CH:11]2[CH2:10][CH2:9][NH:8][CH2:13][CH2:12]2)[C:15]1=[C:28]([C:29]#[N:30])[C:31]#[N:32]. The catalyst class is: 26. (5) Reactant: Cl[CH2:2][C:3](=[N:21][O:22][CH3:23])[CH2:4][N:5]1[C:13]2[C:8](=[CH:9][C:10]([N:14]=[C:15]([N:17]([CH3:19])[CH3:18])[CH3:16])=[CH:11][CH:12]=2)[CH:7]=[C:6]1[CH3:20].[CH3:24][O:25][C:26]1[CH:32]=[CH:31][C:29](N)=[CH:28][CH:27]=1.C([O-])([O-])=[O:34].[Na+].[Na+].O. Product: [CH3:23][O:22][N:21]=[C:3]([CH2:2][O:34][C:29]1[CH:31]=[CH:32][C:26]([O:25][CH3:24])=[CH:27][CH:28]=1)[CH2:4][N:5]1[C:13]2[C:8](=[CH:9][C:10]([N:14]=[C:15]([N:17]([CH3:19])[CH3:18])[CH3:16])=[CH:11][CH:12]=2)[CH:7]=[C:6]1[CH3:20]. The catalyst class is: 10. (6) Reactant: [CH3:1][C:2]1([CH3:14])[C:6]([CH3:8])([CH3:7])[O:5][B:4]([C:9]2[CH:10]=[N:11][NH:12][CH:13]=2)[O:3]1.[H-].[Na+].[CH2:17](Br)[CH2:18][C:19]1[CH:24]=[CH:23][CH:22]=[CH:21][CH:20]=1. Product: [CH2:17]([N:12]1[CH:13]=[C:9]([B:4]2[O:5][C:6]([CH3:7])([CH3:8])[C:2]([CH3:14])([CH3:1])[O:3]2)[CH:10]=[N:11]1)[CH2:18][C:19]1[CH:24]=[CH:23][CH:22]=[CH:21][CH:20]=1. The catalyst class is: 3. (7) Reactant: [CH3:1][O:2][C:3]1[CH:4]=[CH:5][CH:6]=[C:7]2[C:11]=1[NH:10][CH:9]=[CH:8]2.[Al](Cl)(CC)CC.[C:18]1([CH2:24][C:25](Cl)=[O:26])[CH:23]=[CH:22][CH:21]=[CH:20][CH:19]=1.C([O-])([O-])=O.[Cs+].[Cs+].[Cl:34][CH2:35][CH2:36][CH2:37]I. Product: [Cl:34][CH2:35][CH2:36][CH2:37][N:10]1[C:11]2[C:7](=[CH:6][CH:5]=[CH:4][C:3]=2[O:2][CH3:1])[C:8]([C:25](=[O:26])[CH2:24][C:18]2[CH:23]=[CH:22][CH:21]=[CH:20][CH:19]=2)=[CH:9]1. The catalyst class is: 759. (8) Reactant: [Cr](Cl)([O-])(=O)=O.[NH+]1C=CC=CC=1.[Cl:12][C:13]1[S:17][C:16]([S:18]([NH:21][C@H:22]([CH2:27][OH:28])[C@H:23]([CH2:25][CH3:26])[CH3:24])(=[O:20])=[O:19])=[CH:15][CH:14]=1. Product: [Cl:12][C:13]1[S:17][C:16]([S:18]([NH:21][C@H:22]([CH:27]=[O:28])[C@@H:23]([CH3:24])[CH2:25][CH3:26])(=[O:20])=[O:19])=[CH:15][CH:14]=1. The catalyst class is: 2. (9) Reactant: [Br:1][C:2]1[N:7]=[C:6]([NH:8][C:9]2[CH:10]=[C:11]3[C:16](=[CH:17][CH:18]=2)[CH2:15][N:14](C(OC(C)(C)C)=O)[CH2:13][CH2:12]3)[C:5](=[O:26])[N:4]([CH3:27])[CH:3]=1.FC(F)(F)C(O)=O. Product: [Br:1][C:2]1[N:7]=[C:6]([NH:8][C:9]2[CH:10]=[C:11]3[C:16](=[CH:17][CH:18]=2)[CH2:15][NH:14][CH2:13][CH2:12]3)[C:5](=[O:26])[N:4]([CH3:27])[CH:3]=1. The catalyst class is: 2.